Task: Predict the product of the given reaction.. Dataset: Forward reaction prediction with 1.9M reactions from USPTO patents (1976-2016) (1) Given the reactants [CH2:1]([O:8][C:9]1[CH:14]=[C:13](I)[CH:12]=[CH:11][C:10]=1[N:16]([S:25]([N:28]([C:35]([O:37][C:38]([CH3:41])([CH3:40])[CH3:39])=[O:36])[CH2:29][CH2:30][Si:31]([CH3:34])([CH3:33])[CH3:32])(=[O:27])=[O:26])[CH2:17][C:18]([O:20][C:21]([CH3:24])([CH3:23])[CH3:22])=[O:19])[C:2]1[CH:7]=[CH:6][CH:5]=[CH:4][CH:3]=1.[K].C(C1C=CC(N2S(=O)(=O)NC(=O)C2)=C(O)C=1)C1C=CC=CC=1.OC1C=C(C=CC=1N1CC(=O)NS1(=O)=O)[CH2:69][C:70]1[CH:75]=[CH:74][CH:73]=[CH:72][C:71]=1[O:76][S:77]([CH3:80])(=[O:79])=[O:78], predict the reaction product. The product is: [CH2:1]([O:8][C:9]1[CH:14]=[C:13]([CH2:69][C:70]2[CH:75]=[CH:74][CH:73]=[CH:72][C:71]=2[O:76][S:77]([CH3:80])(=[O:79])=[O:78])[CH:12]=[CH:11][C:10]=1[N:16]([S:25]([N:28]([C:35]([O:37][C:38]([CH3:41])([CH3:40])[CH3:39])=[O:36])[CH2:29][CH2:30][Si:31]([CH3:34])([CH3:33])[CH3:32])(=[O:27])=[O:26])[CH2:17][C:18]([O:20][C:21]([CH3:24])([CH3:23])[CH3:22])=[O:19])[C:2]1[CH:7]=[CH:6][CH:5]=[CH:4][CH:3]=1. (2) Given the reactants [C:1]([C:5]1[CH:10]=[CH:9][C:8]([C:11]2[N:12]([C:30](Cl)=[O:31])[C@H:13]([C:23]3[CH:28]=[CH:27][C:26]([Cl:29])=[CH:25][CH:24]=3)[C@H:14]([C:16]3[CH:21]=[CH:20][C:19]([Cl:22])=[CH:18][CH:17]=3)[N:15]=2)=[C:7]([O:33][CH2:34][CH3:35])[CH:6]=1)([CH3:4])([CH3:3])[CH3:2].[CH3:36][O:37][CH2:38][C:39]([N:41]1[CH2:46][CH2:45][NH:44][CH2:43][CH2:42]1)=[O:40], predict the reaction product. The product is: [C:1]([C:5]1[CH:10]=[CH:9][C:8]([C:11]2[N:12]([C:30]([N:44]3[CH2:43][CH2:42][N:41]([C:39](=[O:40])[CH2:38][O:37][CH3:36])[CH2:46][CH2:45]3)=[O:31])[C@H:13]([C:23]3[CH:24]=[CH:25][C:26]([Cl:29])=[CH:27][CH:28]=3)[C@H:14]([C:16]3[CH:21]=[CH:20][C:19]([Cl:22])=[CH:18][CH:17]=3)[N:15]=2)=[C:7]([O:33][CH2:34][CH3:35])[CH:6]=1)([CH3:2])([CH3:4])[CH3:3]. (3) Given the reactants Br[CH:2]1[CH2:6][CH2:5][C:4](=[O:7])[N:3]1[CH2:8][C:9]#[N:10].Cl.[CH3:12][O:13][C:14]1[CH:19]=[CH:18][C:17]([C:20]([CH:22]2[CH2:27][CH2:26][NH:25][CH2:24][CH2:23]2)=[O:21])=[CH:16][CH:15]=1.C(N(CC)CC)C, predict the reaction product. The product is: [CH3:12][O:13][C:14]1[CH:15]=[CH:16][C:17]([C:20]([CH:22]2[CH2:27][CH2:26][N:25]([CH:5]3[CH2:6][CH2:2][N:3]([CH2:8][C:9]#[N:10])[C:4]3=[O:7])[CH2:24][CH2:23]2)=[O:21])=[CH:18][CH:19]=1. (4) Given the reactants [F:1][C:2]([F:25])([F:24])/[CH:3]=[CH:4]/[C:5]1[CH:22]=[CH:21][C:8]([C:9]([NH:11][C:12]2[CH:20]=[C:19]3[C:15]([CH2:16][CH2:17][NH:18]3)=[CH:14][CH:13]=2)=[O:10])=[C:7]([CH3:23])[CH:6]=1.C(N(CC)C(C)C)(C)C.[CH:35]1([C:38](Cl)=[O:39])[CH2:37][CH2:36]1, predict the reaction product. The product is: [CH:35]1([C:38]([N:18]2[C:19]3[C:15](=[CH:14][CH:13]=[C:12]([NH:11][C:9](=[O:10])[C:8]4[CH:21]=[CH:22][C:5](/[CH:4]=[CH:3]/[C:2]([F:1])([F:24])[F:25])=[CH:6][C:7]=4[CH3:23])[CH:20]=3)[CH2:16][CH2:17]2)=[O:39])[CH2:37][CH2:36]1. (5) Given the reactants [CH3:1][O:2][C:3]1[CH:4]=[C:5]2[C:9](=[CH:10][C:11]=1[C:12]([F:15])([F:14])[F:13])[NH:8][CH:7]=[CH:6]2.C([BH3-])#N.[Na+], predict the reaction product. The product is: [CH3:1][O:2][C:3]1[CH:4]=[C:5]2[C:9](=[CH:10][C:11]=1[C:12]([F:15])([F:13])[F:14])[NH:8][CH2:7][CH2:6]2. (6) Given the reactants [CH2:1]([CH:5]1[C:10](=[O:11])[CH2:9][CH2:8][N:7]([CH2:12][C:13]2[CH:18]=[CH:17][CH:16]=[CH:15][CH:14]=2)[CH2:6]1)[CH2:2][CH2:3][CH3:4].[CH3:19][I:20], predict the reaction product. The product is: [I-:20].[CH2:12]([N+:7]1([CH3:19])[CH2:8][CH2:9][C:10](=[O:11])[CH:5]([CH2:1][CH2:2][CH2:3][CH3:4])[CH2:6]1)[C:13]1[CH:18]=[CH:17][CH:16]=[CH:15][CH:14]=1.